The task is: Predict which catalyst facilitates the given reaction.. This data is from Catalyst prediction with 721,799 reactions and 888 catalyst types from USPTO. Reactant: [CH2:1]([OH:9])[CH2:2][C:3]1[CH:8]=[CH:7][CH:6]=[CH:5][CH:4]=1.[CH2:10]([O:12][CH:13]([O:20]CC)[CH2:14][C:15](OCC)=O)[CH3:11].Cl. Product: [CH2:10]([O:12][C:13](=[O:20])[CH2:14][CH:15]1[C:8]2[C:3](=[CH:4][CH:5]=[CH:6][CH:7]=2)[CH2:2][CH2:1][O:9]1)[CH3:11]. The catalyst class is: 2.